Dataset: Reaction yield outcomes from USPTO patents with 853,638 reactions. Task: Predict the reaction yield, written as a fraction of the theoretical maximum amount of product (1.0 means a 100% yield; for example, 0.34 means a 34% yield). (1) The reactants are [CH2:1]([NH:3][C:4]1[N:9]=[C:8]([NH2:10])[C:7]([O:11][C:12]2[CH:17]=[CH:16][C:15]([O:18][CH3:19])=[CH:14][C:13]=2[CH:20]([CH3:22])[CH3:21])=[CH:6][N:5]=1)[CH3:2].[CH3:23][S:24](O[S:24]([CH3:23])(=[O:26])=[O:25])(=[O:26])=[O:25].FC(F)(F)S(O)(=O)=O.C([O-])(O)=O.[Na+]. No catalyst specified. The product is [CH2:1]([NH:3][C:4]1[N:9]=[C:8]([NH2:10])[C:7]([O:11][C:12]2[CH:17]=[C:16]([S:24]([CH3:23])(=[O:26])=[O:25])[C:15]([O:18][CH3:19])=[CH:14][C:13]=2[CH:20]([CH3:21])[CH3:22])=[CH:6][N:5]=1)[CH3:2]. The yield is 0.230. (2) The reactants are [Cl:1][C:2]1[CH:3]=[C:4]([C:8]2[C:17]3[C:12](=[CH:13][CH:14]=[C:15]([C:18]([C:35]4[CH:36]=[N:37][C:38]([Cl:41])=[CH:39][CH:40]=4)([N:25]=CC4C=CC(OC)=CC=4)[C:19]4[N:20]([CH3:24])[CH:21]=[N:22][CH:23]=4)[CH:16]=3)[N:11]([CH2:42][CH:43]3[CH2:45][CH2:44]3)[C:10](=[O:46])[CH:9]=2)[CH:5]=[CH:6][CH:7]=1.Cl.C(=O)([O-])[O-].[K+].[K+].C(OCC)(=O)C. The catalyst is C1COCC1. The product is [NH2:25][C:18]([C:35]1[CH:36]=[N:37][C:38]([Cl:41])=[CH:39][CH:40]=1)([C:19]1[N:20]([CH3:24])[CH:21]=[N:22][CH:23]=1)[C:15]1[CH:16]=[C:17]2[C:12](=[CH:13][CH:14]=1)[N:11]([CH2:42][CH:43]1[CH2:44][CH2:45]1)[C:10](=[O:46])[CH:9]=[C:8]2[C:4]1[CH:5]=[CH:6][CH:7]=[C:2]([Cl:1])[CH:3]=1. The yield is 0.900. (3) The reactants are [CH3:1][O:2][C:3]1[CH:4]=[C:5]([N:12]2[CH2:17][CH2:16][P:15](=[O:19])([CH3:18])[CH2:14][CH2:13]2)[CH:6]=[CH:7][C:8]=1[N+:9]([O-])=O. The catalyst is [Pd].C(O)C. The product is [CH3:1][O:2][C:3]1[CH:4]=[C:5]([N:12]2[CH2:17][CH2:16][P:15]([CH3:18])(=[O:19])[CH2:14][CH2:13]2)[CH:6]=[CH:7][C:8]=1[NH2:9]. The yield is 0.870. (4) The reactants are [C:1]1([C:7]2[O:11][N:10]=[C:9]([C:12]([NH:14][CH2:15][C:16]([OH:18])=O)=[O:13])[CH:8]=2)[CH:6]=[CH:5][CH:4]=[CH:3][CH:2]=1.CCN(C(C)C)C(C)C.C1C=CC2N(O)N=NC=2C=1.CCN=C=NCCCN(C)C.Cl.Cl.Cl.[NH:52]1[CH2:57][CH2:56][CH:55]([NH:58][C:59]2[CH:64]=[CH:63][CH:62]=[CH:61][C:60]=2[C:65]([F:68])([F:67])[F:66])[CH2:54][CH2:53]1. The catalyst is CN(C=O)C.O. The product is [O:18]=[C:16]([N:52]1[CH2:53][CH2:54][CH:55]([NH:58][C:59]2[CH:64]=[CH:63][CH:62]=[CH:61][C:60]=2[C:65]([F:66])([F:67])[F:68])[CH2:56][CH2:57]1)[CH2:15][NH:14][C:12]([C:9]1[CH:8]=[C:7]([C:1]2[CH:2]=[CH:3][CH:4]=[CH:5][CH:6]=2)[O:11][N:10]=1)=[O:13]. The yield is 0.600. (5) The reactants are C(O[C:4](=[O:46])[CH2:5][C:6]([C:8]1[CH:13]=[CH:12][C:11]([CH2:14][N:15]2[CH:19]=[C:18]([C:20]3[CH:25]=[CH:24][C:23]([Cl:26])=[CH:22][C:21]=3[Cl:27])[N:17]=[C:16]2/[CH:28]=[CH:29]/[C:30]2[CH:35]=[CH:34][C:33]([C:36]3[CH:41]=[CH:40][CH:39]=[C:38]([C:42]([F:45])([F:44])[F:43])[CH:37]=3)=[CH:32][CH:31]=2)=[CH:10][CH:9]=1)=O)C.Cl.Cl.[NH2:49][NH2:50]. The catalyst is CCO.O.CCOC(C)=O. The product is [Cl:27][C:21]1[CH:22]=[C:23]([Cl:26])[CH:24]=[CH:25][C:20]=1[C:18]1[N:17]=[C:16](/[CH:28]=[CH:29]/[C:30]2[CH:31]=[CH:32][C:33]([C:36]3[CH:41]=[CH:40][CH:39]=[C:38]([C:42]([F:45])([F:44])[F:43])[CH:37]=3)=[CH:34][CH:35]=2)[N:15]([CH2:14][C:11]2[CH:10]=[CH:9][C:8]([C:6]3[NH:50][N:49]=[C:4]([OH:46])[CH:5]=3)=[CH:13][CH:12]=2)[CH:19]=1. The yield is 0.120. (6) The reactants are [C:1]([O:5][C:6]([N:8]1[CH2:13][CH2:12][CH:11]([CH2:14][CH2:15][CH2:16]OS(C)(=O)=O)[CH2:10][CH2:9]1)=[O:7])([CH3:4])([CH3:3])[CH3:2].[CH3:22][N:23](C)C=O. No catalyst specified. The product is [C:1]([O:5][C:6]([N:8]1[CH2:13][CH2:12][CH:11]([CH2:14][CH2:15][CH2:16][C:22]#[N:23])[CH2:10][CH2:9]1)=[O:7])([CH3:4])([CH3:3])[CH3:2]. The yield is 0.870. (7) The reactants are [OH:1][NH:2][C:3]([C:5]1[CH:10]=[CH:9][C:8]([C:11]([F:14])([F:13])[F:12])=[CH:7][N:6]=1)=[NH:4].[CH3:15][O:16][C:17]1[CH:25]=[CH:24][C:23]([O:26][CH3:27])=[CH:22][C:18]=1[C:19](O)=O. No catalyst specified. The product is [CH3:15][O:16][C:17]1[CH:25]=[CH:24][C:23]([O:26][CH3:27])=[CH:22][C:18]=1[C:19]1[O:1][N:2]=[C:3]([C:5]2[CH:10]=[CH:9][C:8]([C:11]([F:12])([F:13])[F:14])=[CH:7][N:6]=2)[N:4]=1. The yield is 0.230. (8) The reactants are O1CCCCC1[N:7]1[C:15]2[C:10](=[CH:11][C:12]([C:16]3[N:20]=[CH:19][N:18](C(C4C=CC=CC=4)(C4C=CC=CC=4)C4C=CC=CC=4)[N:17]=3)=[CH:13][CH:14]=2)[C:9]([C:40]2[CH:41]=[C:42]([NH2:46])[CH:43]=[CH:44][CH:45]=2)=[N:8]1.[CH3:47][O:48][C:49]1[CH:57]=[CH:56][C:52]([C:53](Cl)=[O:54])=[CH:51][CH:50]=1.O. The catalyst is N1C=CC=CC=1. The product is [NH:18]1[CH:19]=[N:20][C:16]([C:12]2[CH:11]=[C:10]3[C:15](=[CH:14][CH:13]=2)[NH:7][N:8]=[C:9]3[C:40]2[CH:41]=[C:42]([NH:46][C:53]([C:52]3[CH:56]=[CH:57][C:49]([O:48][CH3:47])=[CH:50][CH:51]=3)=[O:54])[CH:43]=[CH:44][CH:45]=2)=[N:17]1. The yield is 0.660. (9) No catalyst specified. The product is [CH3:13][C@@H:14]1[CH2:15][N:16]([C:2]2[CH:12]=[CH:11][C:5]3[O:6][CH2:7][C:8](=[O:10])[NH:9][C:4]=3[CH:3]=2)[C@H:17]([C:20]2[CH:21]=[CH:22][CH:23]=[CH:24][CH:25]=2)[CH2:18][O:19]1. The reactants are Br[C:2]1[CH:12]=[CH:11][C:5]2[O:6][CH2:7][C:8](=[O:10])[NH:9][C:4]=2[CH:3]=1.[CH3:13][C@H:14]1[O:19][CH2:18][C@@H:17]([C:20]2[CH:25]=[CH:24][CH:23]=[CH:22][CH:21]=2)[NH:16][CH2:15]1. The yield is 0.330.